Dataset: Forward reaction prediction with 1.9M reactions from USPTO patents (1976-2016). Task: Predict the product of the given reaction. (1) Given the reactants [F:1][C:2]1[CH:3]=[C:4]([NH2:18])[CH:5]=[CH:6][C:7]=1[C:8]1[N:12]([CH3:13])[N:11]=[C:10]([C:14]([F:17])([F:16])[F:15])[CH:9]=1.[F:19][C:20]1[CH:28]=[CH:27][CH:26]=[C:25]([F:29])[C:21]=1[C:22](Cl)=[O:23].CCN(C(C)C)C(C)C.C([O-])(O)=O.[Na+].C(Cl)Cl, predict the reaction product. The product is: [F:19][C:20]1[CH:28]=[CH:27][CH:26]=[C:25]([F:29])[C:21]=1[C:22]([NH:18][C:4]1[CH:5]=[CH:6][C:7]([C:8]2[N:12]([CH3:13])[N:11]=[C:10]([C:14]([F:16])([F:17])[F:15])[CH:9]=2)=[C:2]([F:1])[CH:3]=1)=[O:23]. (2) Given the reactants S(S([O-])=O)([O-])(=O)=O.[Na+].[Na+].Cl.Cl.[CH3:12][C:13]1[CH:18]=[C:17]([CH3:19])[CH:16]=[C:15]([NH2:20])[C:14]=1[NH2:21].Cl.[CH3:23][C:24]1[C:29]([CH:30]=O)=[CH:28][N:27]=[C:26]([NH:32][CH2:33][CH2:34][CH2:35][CH:36]2[CH2:41][CH2:40][N:39]([CH3:42])[CH2:38][CH2:37]2)[N:25]=1.C(=O)([O-])[O-].[K+].[K+], predict the reaction product. The product is: [CH3:12][C:13]1[C:14]2[N:21]=[C:30]([C:29]3[C:24]([CH3:23])=[N:25][C:26]([NH:32][CH2:33][CH2:34][CH2:35][CH:36]4[CH2:37][CH2:38][N:39]([CH3:42])[CH2:40][CH2:41]4)=[N:27][CH:28]=3)[NH:20][C:15]=2[CH:16]=[C:17]([CH3:19])[CH:18]=1. (3) Given the reactants [ClH:1].[NH2:2][CH2:3][C:4](=[O:10])[CH2:5][CH2:6][C:7]([OH:9])=[O:8].[CH3:11]O, predict the reaction product. The product is: [ClH:1].[NH2:2][CH2:3][C:4](=[O:10])[CH2:5][CH2:6][C:7]([O:9][CH3:11])=[O:8]. (4) Given the reactants [NH:1]1[CH2:6][CH2:5][NH:4][CH2:3][CH2:2]1.Br[C:8]1[S:9][CH:10]=[CH:11][N:12]=1, predict the reaction product. The product is: [S:9]1[CH:10]=[CH:11][N:12]=[C:8]1[N:1]1[CH2:6][CH2:5][NH:4][CH2:3][CH2:2]1. (5) Given the reactants P(Br)(Br)[Br:2].[CH2:5]([O:17][C:18]1[CH:25]=[CH:24][C:21]([CH2:22]O)=[CH:20][CH:19]=1)[CH2:6][CH2:7][CH2:8][CH2:9][CH2:10][CH2:11][CH2:12][CH2:13][CH2:14][CH2:15][CH3:16].O, predict the reaction product. The product is: [CH2:5]([O:17][C:18]1[CH:25]=[CH:24][C:21]([CH2:22][Br:2])=[CH:20][CH:19]=1)[CH2:6][CH2:7][CH2:8][CH2:9][CH2:10][CH2:11][CH2:12][CH2:13][CH2:14][CH2:15][CH3:16].